This data is from Reaction yield outcomes from USPTO patents with 853,638 reactions. The task is: Predict the reaction yield, written as a fraction of the theoretical maximum amount of product (1.0 means a 100% yield; for example, 0.34 means a 34% yield). The yield is 0.108. The product is [CH2:1]([N:3]1[C:7]2=[N:8][C:9]([CH2:29][CH3:30])=[C:10]([CH2:19][N:20]([CH2:51][C:47]3[CH:46]=[C:45]([C:41]4[CH:42]=[CH:43][CH:44]=[C:39]([CH2:38][CH:35]5[CH2:36][CH2:37][N:32]([CH3:31])[CH2:33][CH2:34]5)[CH:40]=4)[CH:50]=[CH:49][CH:48]=3)[C:21]([C:23]3([C:26]([NH2:54])=[O:27])[CH2:24][CH2:25]3)=[O:22])[C:11]([NH:12][CH:13]3[CH2:18][CH2:17][O:16][CH2:15][CH2:14]3)=[C:6]2[CH:5]=[N:4]1)[CH3:2]. The reactants are [CH2:1]([N:3]1[C:7]2=[N:8][C:9]([CH2:29][CH3:30])=[C:10]([CH2:19][NH:20][C:21]([C:23]3([C:26](O)=[O:27])[CH2:25][CH2:24]3)=[O:22])[C:11]([NH:12][CH:13]3[CH2:18][CH2:17][O:16][CH2:15][CH2:14]3)=[C:6]2[CH:5]=[N:4]1)[CH3:2].[CH3:31][N:32]1[CH2:37][CH2:36][CH:35]([CH2:38][C:39]2[CH:40]=[C:41]([C:45]3[CH:50]=[CH:49][CH:48]=[C:47]([CH2:51]N)[CH:46]=3)[CH:42]=[CH:43][CH:44]=2)[CH2:34][CH2:33]1.C[N:54]1CCC(CC2C=C(C3C=CC=C(CN)C=3)C=CC=2)CC1.CN(C(ON1N=NC2C=CC=CC1=2)=[N+](C)C)C.F[P-](F)(F)(F)(F)F.CCN(CC)CC. The catalyst is C(Cl)Cl.